From a dataset of Forward reaction prediction with 1.9M reactions from USPTO patents (1976-2016). Predict the product of the given reaction. Given the reactants Cl[C:2]1[N:7]=[C:6]([C:8]2[C:13]([C:14]([F:17])([F:16])[F:15])=[CH:12][N:11]=[C:10]([NH2:18])[CH:9]=2)[CH:5]=[N:4][CH:3]=1.[O:19]1[CH2:24][CH2:23][CH:22]([CH2:25][NH2:26])[CH2:21][CH2:20]1.CCN(C(C)C)C(C)C.CS(C)=O, predict the reaction product. The product is: [NH2:18][C:10]1[CH:9]=[C:8]([C:6]2[N:7]=[C:2]([NH:26][CH2:25][CH:22]3[CH2:23][CH2:24][O:19][CH2:20][CH2:21]3)[CH:3]=[N:4][CH:5]=2)[C:13]([C:14]([F:17])([F:16])[F:15])=[CH:12][N:11]=1.